From a dataset of Reaction yield outcomes from USPTO patents with 853,638 reactions. Predict the reaction yield, written as a fraction of the theoretical maximum amount of product (1.0 means a 100% yield; for example, 0.34 means a 34% yield). The reactants are Br[C:2]1[CH:8]=[C:7]([N+:9]([O-:11])=[O:10])[CH:6]=[CH:5][C:3]=1[NH2:4].[C:12]([CH:14]1[CH2:16][CH2:15]1)#[CH:13]. The catalyst is C(N(CC)CC)C.[Cu]I.Cl[Pd](Cl)([P](C1C=CC=CC=1)(C1C=CC=CC=1)C1C=CC=CC=1)[P](C1C=CC=CC=1)(C1C=CC=CC=1)C1C=CC=CC=1. The product is [CH:14]1([C:12]#[C:13][C:2]2[CH:8]=[C:7]([N+:9]([O-:11])=[O:10])[CH:6]=[CH:5][C:3]=2[NH2:4])[CH2:16][CH2:15]1. The yield is 0.230.